Predict the reaction yield, written as a fraction of the theoretical maximum amount of product (1.0 means a 100% yield; for example, 0.34 means a 34% yield). From a dataset of Reaction yield outcomes from USPTO patents with 853,638 reactions. (1) The reactants are [Cl:1][C:2]1[CH:3]=[CH:4][C:5]([O:37][CH3:38])=[C:6]([C:8]2[C:17]3[C:12](=[CH:13][C:14]([S:18]([N:21](CC4C=CC(OC)=CC=4)[C:22]4[S:23][CH:24]=[CH:25][N:26]=4)(=[O:20])=[O:19])=[CH:15][CH:16]=3)[C:11](=[O:36])[NH:10][N:9]=2)[CH:7]=1.C(Cl)Cl.C(O)(C(F)(F)F)=O. No catalyst specified. The product is [Cl:1][C:2]1[CH:3]=[CH:4][C:5]([O:37][CH3:38])=[C:6]([C:8]2[C:17]3[C:12](=[CH:13][C:14]([S:18]([NH:21][C:22]4[S:23][CH:24]=[CH:25][N:26]=4)(=[O:20])=[O:19])=[CH:15][CH:16]=3)[C:11](=[O:36])[NH:10][N:9]=2)[CH:7]=1. The yield is 0.724. (2) The reactants are [F:1][C:2]1[CH:7]=[CH:6][C:5]([S:8]([C:11]2[CH:12]=[CH:13][C:14]([CH2:21][CH2:22][CH3:23])=[C:15]([S:17](Cl)(=[O:19])=[O:18])[CH:16]=2)(=[O:10])=[O:9])=[CH:4][CH:3]=1.[CH:24]1([NH2:29])[CH2:28][CH2:27][CH2:26][CH2:25]1. No catalyst specified. The product is [CH:24]1([NH:29][S:17]([C:15]2[CH:16]=[C:11]([S:8]([C:5]3[CH:6]=[CH:7][C:2]([F:1])=[CH:3][CH:4]=3)(=[O:10])=[O:9])[CH:12]=[CH:13][C:14]=2[CH2:21][CH2:22][CH3:23])(=[O:19])=[O:18])[CH2:28][CH2:27][CH2:26][CH2:25]1. The yield is 0.710.